From a dataset of Merck oncology drug combination screen with 23,052 pairs across 39 cell lines. Regression. Given two drug SMILES strings and cell line genomic features, predict the synergy score measuring deviation from expected non-interaction effect. Drug 1: O=S1(=O)NC2(CN1CC(F)(F)F)C1CCC2Cc2cc(C=CCN3CCC(C(F)(F)F)CC3)ccc2C1. Drug 2: O=c1[nH]cc(F)c(=O)[nH]1. Cell line: HT144. Synergy scores: synergy=8.95.